This data is from Reaction yield outcomes from USPTO patents with 853,638 reactions. The task is: Predict the reaction yield, written as a fraction of the theoretical maximum amount of product (1.0 means a 100% yield; for example, 0.34 means a 34% yield). (1) The reactants are C(N(CC)CC)C.[Cl:8][C:9]1[CH:17]=[C:16]2[C:12]([C:13]([CH:25]=[O:26])=[CH:14][N:15]2C(OC(C)(C)C)=O)=[CH:11][CH:10]=1.[CH3:27][O:28][C:29]1[CH:30]=[C:31]([CH:40]=[CH:41][CH:42]=1)[N:32]=[CH:33][C:34]1[CH:38]=[C:37]([CH3:39])[O:36][N:35]=1. The product is [Cl:8][C:9]1[CH:17]=[C:16]2[C:12]([C:13]([C:25](=[O:26])[CH:33]([NH:32][C:31]3[CH:40]=[CH:41][CH:42]=[C:29]([O:28][CH3:27])[CH:30]=3)[C:34]3[CH:38]=[C:37]([CH3:39])[O:36][N:35]=3)=[CH:14][NH:15]2)=[CH:11][CH:10]=1. The yield is 0.140. The catalyst is [Cl-].C([N+]1C(C)=C(CCO)SC=1)C1C=CC=CC=1.C(O)C. (2) The reactants are Cl[C:2]1[CH:7]=[C:6]([NH:8][C:9]2[C:18]([F:19])=[CH:17][CH:16]=[CH:15][C:10]=2[C:11]([NH:13][CH3:14])=[O:12])[C:5]([Cl:20])=[CH:4][N:3]=1.[CH2:21]([N:23]1[C:27]([NH2:28])=[CH:26][C:25]([CH3:29])=[N:24]1)[CH3:22].C(=O)([O-])[O-].[Cs+].[Cs+]. The catalyst is O1CCOCC1. The product is [Cl:20][C:5]1[C:6]([NH:8][C:9]2[C:18]([F:19])=[CH:17][CH:16]=[CH:15][C:10]=2[C:11]([NH:13][CH3:14])=[O:12])=[CH:7][C:2]([NH:28][C:27]2[N:23]([CH2:21][CH3:22])[N:24]=[C:25]([CH3:29])[CH:26]=2)=[N:3][CH:4]=1. The yield is 0.167. (3) The reactants are Br[CH:2]([CH2:7][CH2:8][Br:9])[C:3]([O:5][CH3:6])=[O:4].[S:10]1C=CC=C1CC(O)=O.CCN(C(C)C)C(C)C.C1C[O:31][CH2:30][CH2:29]1. No catalyst specified. The product is [C:30]([S:10][CH:2]([CH2:7][CH2:8][Br:9])[C:3]([O:5][CH3:6])=[O:4])(=[O:31])[CH3:29]. The yield is 0.960.